This data is from Forward reaction prediction with 1.9M reactions from USPTO patents (1976-2016). The task is: Predict the product of the given reaction. (1) Given the reactants [CH3:1][S:2][CH:3]([C:9]1[CH:14]=[C:13]([CH:15]=[O:16])[CH:12]=[CH:11][C:10]=1[O:17][CH3:18])[C:4]([O:6]CC)=[O:5].[OH-].[Na+].Cl, predict the reaction product. The product is: [CH3:1][S:2][CH:3]([C:9]1[CH:14]=[C:13]([CH:15]=[O:16])[CH:12]=[CH:11][C:10]=1[O:17][CH3:18])[C:4]([OH:6])=[O:5]. (2) Given the reactants C(OC([N:8]1[C:12]2[CH:13]=[CH:14][CH:15]=[CH:16][C:11]=2[N:10]=[C:9]1[CH2:17][NH:18][CH:19]1[C:28]2[N:27]=[CH:26][CH:25]=[CH:24][C:23]=2[CH2:22][CH2:21][CH2:20]1)=O)(C)(C)C.C(N(CC)C(C)C)(C)C.Br[CH2:39][CH2:40][CH2:41][C:42]#[N:43], predict the reaction product. The product is: [NH:10]1[C:11]2[CH:16]=[CH:15][CH:14]=[CH:13][C:12]=2[N:8]=[C:9]1[CH2:17][N:18]([CH:19]1[C:28]2[N:27]=[CH:26][CH:25]=[CH:24][C:23]=2[CH2:22][CH2:21][CH2:20]1)[CH2:39][CH2:40][CH2:41][CH2:42][NH2:43]. (3) Given the reactants [F:1][C:2]([F:30])([F:29])[C:3]1[CH:4]=[C:5]([C@H:13]2[O:17][C:16](=[O:18])[N:15]([CH2:19][C:20]3[C:25]([Br:26])=[CH:24][CH:23]=[C:22](Cl)[N:21]=3)[C@H:14]2[CH3:28])[CH:6]=[C:7]([C:9]([F:12])([F:11])[F:10])[CH:8]=1.[NH:31]1[CH2:34][CH2:33][CH2:32]1.C1COCC1, predict the reaction product. The product is: [N:31]1([C:22]2[N:21]=[C:20]([CH2:19][N:15]3[C@@H:14]([CH3:28])[C@@H:13]([C:5]4[CH:4]=[C:3]([C:2]([F:30])([F:29])[F:1])[CH:8]=[C:7]([C:9]([F:12])([F:11])[F:10])[CH:6]=4)[O:17][C:16]3=[O:18])[C:25]([Br:26])=[CH:24][CH:23]=2)[CH2:34][CH2:33][CH2:32]1. (4) Given the reactants [C:1]([C:3]1[C:4]2[N:5]([C:9]([C:14]3[CH:15]=[C:16]([OH:20])[CH:17]=[CH:18][CH:19]=3)=[C:10]([CH2:12][CH3:13])[N:11]=2)[CH:6]=[CH:7][CH:8]=1)#[N:2].Br[C:22]1[CH:23]=[C:24]([S:28]([N:31]([CH2:33][C:34]2[CH:39]=[CH:38][C:37]([O:40][CH3:41])=[CH:36][CH:35]=2)[CH3:32])(=[O:30])=[O:29])[CH:25]=[CH:26][CH:27]=1, predict the reaction product. The product is: [C:1]([C:3]1[C:4]2[N:5]([C:9]([C:14]3[CH:15]=[C:16]([CH:17]=[CH:18][CH:19]=3)[O:20][C:22]3[CH:23]=[C:24]([S:28]([N:31]([CH2:33][C:34]4[CH:35]=[CH:36][C:37]([O:40][CH3:41])=[CH:38][CH:39]=4)[CH3:32])(=[O:30])=[O:29])[CH:25]=[CH:26][CH:27]=3)=[C:10]([CH2:12][CH3:13])[N:11]=2)[CH:6]=[CH:7][CH:8]=1)#[N:2]. (5) Given the reactants C([Si]1(C(C)C)[O:11][C@H:10]2[CH2:12][C@H:13]([C:15]3[CH:16]=[N:17][N:18]4[C:23]([NH2:24])=[N:22][CH:21]=[N:20][C:19]=34)[O:14][C@@H:9]2[CH2:8][O:7][Si](C(C)C)(C(C)C)O1)(C)C.C1C=CN=CC=1.F.C([O-])(O)=O.[Na+], predict the reaction product. The product is: [NH2:24][C:23]1[N:18]2[N:17]=[CH:16][C:15]([C@@H:13]3[O:14][C@H:9]([CH2:8][OH:7])[C@@H:10]([OH:11])[CH2:12]3)=[C:19]2[N:20]=[CH:21][N:22]=1. (6) Given the reactants [CH:1]1([CH:4]([C:11]2[CH:16]=[CH:15][N:14]=[C:13]([CH2:17][O:18][C:19]3[CH:20]=[N:21][C:22]([C:30]4[CH:35]=[C:34]([O:36][CH3:37])[CH:33]=[CH:32][C:31]=4[F:38])=[C:23]([CH2:25][C:26]([CH3:29])([CH3:28])[CH3:27])[CH:24]=3)[CH:12]=2)[CH2:5][C:6]([O:8]CC)=[O:7])[CH2:3][CH2:2]1.[OH-].[Na+], predict the reaction product. The product is: [CH:1]1([CH:4]([C:11]2[CH:16]=[CH:15][N:14]=[C:13]([CH2:17][O:18][C:19]3[CH:20]=[N:21][C:22]([C:30]4[CH:35]=[C:34]([O:36][CH3:37])[CH:33]=[CH:32][C:31]=4[F:38])=[C:23]([CH2:25][C:26]([CH3:29])([CH3:27])[CH3:28])[CH:24]=3)[CH:12]=2)[CH2:5][C:6]([OH:8])=[O:7])[CH2:2][CH2:3]1.